This data is from NCI-60 drug combinations with 297,098 pairs across 59 cell lines. The task is: Regression. Given two drug SMILES strings and cell line genomic features, predict the synergy score measuring deviation from expected non-interaction effect. Drug 1: CN(CC1=CN=C2C(=N1)C(=NC(=N2)N)N)C3=CC=C(C=C3)C(=O)NC(CCC(=O)O)C(=O)O. Drug 2: CC1=C(C=C(C=C1)NC(=O)C2=CC=C(C=C2)CN3CCN(CC3)C)NC4=NC=CC(=N4)C5=CN=CC=C5. Cell line: CAKI-1. Synergy scores: CSS=48.5, Synergy_ZIP=6.17, Synergy_Bliss=2.44, Synergy_Loewe=-42.0, Synergy_HSA=-5.45.